This data is from hERG Central: cardiac toxicity at 1µM, 10µM, and general inhibition. The task is: Predict hERG channel inhibition at various concentrations. (1) The molecule is CC(=O)c1ccc(N(CC(=O)NCCc2ccccc2)C(=O)c2csnn2)cc1. Results: hERG_inhib (hERG inhibition (general)): blocker. (2) The compound is COc1ccccc1N1CCN(c2cc(C)nc3nc(C)nn23)CC1. Results: hERG_inhib (hERG inhibition (general)): blocker. (3) The compound is COc1cccc(CN2CCN(C3CCN(c4ccccc4F)CC3)CC2CCO)c1. Results: hERG_inhib (hERG inhibition (general)): blocker. (4) The compound is CCN(CC)CCn1c(=N)n(CC(O)COc2cccc(C)c2)c2ccccc21.Cl. Results: hERG_inhib (hERG inhibition (general)): blocker. (5) The drug is CSc1ccc(CN(C)CC(=O)NC(C)c2ccccc2)cc1. Results: hERG_inhib (hERG inhibition (general)): blocker.